Dataset: Retrosynthesis with 50K atom-mapped reactions and 10 reaction types from USPTO. Task: Predict the reactants needed to synthesize the given product. Given the product CN(C)C1CCN(c2ccc(NC(=O)c3ccc(-c4ccc(F)cc4F)cc3)cc2)C1, predict the reactants needed to synthesize it. The reactants are: CN(C)C1CCN(c2ccc(N)cc2)C1.O=C(O)c1ccc(-c2ccc(F)cc2F)cc1.